This data is from Forward reaction prediction with 1.9M reactions from USPTO patents (1976-2016). The task is: Predict the product of the given reaction. The product is: [Cl:1][C:2]1[CH:10]=[C:9]([O:16][CH3:15])[C:8]([N+:12]([O-:14])=[O:13])=[CH:7][C:3]=1[C:4]([OH:6])=[O:5]. Given the reactants [Cl:1][C:2]1[CH:10]=[C:9](F)[C:8]([N+:12]([O-:14])=[O:13])=[CH:7][C:3]=1[C:4]([OH:6])=[O:5].[CH3:15][OH:16].C[O-].[Na+], predict the reaction product.